From a dataset of Catalyst prediction with 721,799 reactions and 888 catalyst types from USPTO. Predict which catalyst facilitates the given reaction. (1) Reactant: [CH2:1]([NH2:3])[CH3:2].[C:4]([C:6]1[CH:7]=[C:8]([CH:12]=[CH:13][CH:14]=1)[C:9](Cl)=[O:10])#[N:5]. Product: [C:4]([C:6]1[CH:7]=[C:8]([CH:12]=[CH:13][CH:14]=1)[C:9]([NH:3][CH2:1][CH3:2])=[O:10])#[N:5]. The catalyst class is: 7. (2) Reactant: [C:1]([C:5]1[CH:6]=[C:7]([NH:10][C:11]2[CH:16]=[CH:15][C:14]([F:17])=[CH:13][CH:12]=2)[NH:8][N:9]=1)([CH3:4])([CH3:3])[CH3:2].[Cl:18][C:19]1[CH:24]=[C:23]([O:25][C:26]2[CH:31]=[CH:30][C:29]([N:32]=[C:33]=[O:34])=[CH:28][CH:27]=2)[N:22]=[CH:21][N:20]=1. Product: [C:1]([C:5]1[CH:6]=[C:7]([NH:8][C:33]([NH:32][C:29]2[CH:28]=[CH:27][C:26]([O:25][C:23]3[CH:24]=[C:19]([Cl:18])[N:20]=[CH:21][N:22]=3)=[CH:31][CH:30]=2)=[O:34])[N:10]([C:11]2[CH:16]=[CH:15][C:14]([F:17])=[CH:13][CH:12]=2)[N:9]=1)([CH3:4])([CH3:3])[CH3:2]. The catalyst class is: 332.